This data is from Forward reaction prediction with 1.9M reactions from USPTO patents (1976-2016). The task is: Predict the product of the given reaction. (1) Given the reactants C[O:2][C:3](=[O:33])[CH2:4][C:5]1[C:14]([CH3:15])=[C:13]([CH:16]2[CH2:21][CH2:20][N:19]([S:22]([C:25]3[CH:30]=[CH:29][CH:28]=[CH:27][C:26]=3[Cl:31])(=[O:24])=[O:23])[CH2:18][CH2:17]2)[C:12]2[C:7](=[CH:8][CH:9]=[C:10]([F:32])[CH:11]=2)[CH:6]=1.O.[OH-].[Li+], predict the reaction product. The product is: [Cl:31][C:26]1[CH:27]=[CH:28][CH:29]=[CH:30][C:25]=1[S:22]([N:19]1[CH2:20][CH2:21][CH:16]([C:13]2[C:12]3[C:7](=[CH:8][CH:9]=[C:10]([F:32])[CH:11]=3)[CH:6]=[C:5]([CH2:4][C:3]([OH:33])=[O:2])[C:14]=2[CH3:15])[CH2:17][CH2:18]1)(=[O:23])=[O:24]. (2) Given the reactants [C:1]([NH:4][C:5]1[S:6][C:7]([C:11]2[CH:12]=[C:13]([S:17](Cl)(=[O:19])=[O:18])[S:14][C:15]=2[Br:16])=[C:8]([CH3:10])[N:9]=1)(=[O:3])[CH3:2].C(N(CC)CC)C.[N:28]1([CH2:34][CH2:35][NH2:36])[CH2:33][CH2:32][O:31][CH2:30][CH2:29]1, predict the reaction product. The product is: [Br:16][C:15]1[S:14][C:13]([S:17](=[O:19])(=[O:18])[NH:36][CH2:35][CH2:34][N:28]2[CH2:33][CH2:32][O:31][CH2:30][CH2:29]2)=[CH:12][C:11]=1[C:7]1[S:6][C:5]([NH:4][C:1](=[O:3])[CH3:2])=[N:9][C:8]=1[CH3:10]. (3) The product is: [CH3:17][O:16][CH2:15][CH:11]1[CH2:12][CH2:13][CH2:14][N:9]([C:7]2[CH:8]=[CH:18][NH:5][C:4](=[S:6])[C:3]=2[C:1]#[N:2])[CH2:10]1. Given the reactants [C:1](/[C:3](=[C:7](/[N:9]1[CH2:14][CH2:13][CH2:12][CH:11]([CH2:15][O:16][CH3:17])[CH2:10]1)\[CH3:8])/[C:4](=[S:6])[NH2:5])#[N:2].[CH3:18]OC(OC)N(C)C.O, predict the reaction product. (4) Given the reactants [Cl:1][C:2]1[N:7]=[C:6]([N:8]([CH:16]([CH3:18])[CH3:17])[C@@H:9]([CH2:14][CH3:15])[C:10](OC)=[O:11])[C:5]([N+:19]([O-])=O)=[CH:4][N:3]=1, predict the reaction product. The product is: [Cl:1][C:2]1[N:3]=[CH:4][C:5]2[NH:19][C:10](=[O:11])[C@H:9]([CH2:14][CH3:15])[N:8]([CH:16]([CH3:18])[CH3:17])[C:6]=2[N:7]=1.